Task: Binary Classification. Given a T-cell receptor sequence (or CDR3 region) and an epitope sequence, predict whether binding occurs between them.. Dataset: TCR-epitope binding with 47,182 pairs between 192 epitopes and 23,139 TCRs (1) The epitope is TPQDLNTML. The TCR CDR3 sequence is CSLIDNTEAFF. Result: 0 (the TCR does not bind to the epitope). (2) The epitope is HPVGEADYFEY. The TCR CDR3 sequence is CASSPRRYNEQFF. Result: 1 (the TCR binds to the epitope). (3) The epitope is FSKQLQQSM. The TCR CDR3 sequence is CASSLHGPQETQYF. Result: 0 (the TCR does not bind to the epitope). (4) The epitope is SEISMDNSPNL. The TCR CDR3 sequence is CASNRTGLPGNEQFF. Result: 0 (the TCR does not bind to the epitope). (5) The epitope is FPRPWLHGL. The TCR CDR3 sequence is CASSEVTALINEQFF. Result: 0 (the TCR does not bind to the epitope). (6) The epitope is FLNGSCGSV. The TCR CDR3 sequence is CASSLTGPTEAFF. Result: 1 (the TCR binds to the epitope). (7) The epitope is AVFDRKSDAK. The TCR CDR3 sequence is CAIATGGTDTQYF. Result: 0 (the TCR does not bind to the epitope).